The task is: Predict which catalyst facilitates the given reaction.. This data is from Catalyst prediction with 721,799 reactions and 888 catalyst types from USPTO. (1) Reactant: [H-].[Na+].[Br:3][C:4]1[CH:9]=[CH:8][N:7]([CH2:10][CH:11]([CH3:14])[CH2:12][OH:13])[C:6](=[O:15])[CH:5]=1.[CH3:16]I. Product: [Br:3][C:4]1[CH:9]=[CH:8][N:7]([CH2:10][CH:11]([CH3:14])[CH2:12][O:13][CH3:16])[C:6](=[O:15])[CH:5]=1. The catalyst class is: 9. (2) Reactant: C([O-])(C)(C)C.[K+].[CH3:7][C:8]1[CH:9]=[C:10]([C:15]#[C:16][Si](C)(C)C)[C:11]([NH2:14])=[N:12][CH:13]=1.[Cl-].[NH4+]. Product: [CH3:7][C:8]1[CH:9]=[C:10]2[CH:15]=[CH:16][NH:14][C:11]2=[N:12][CH:13]=1. The catalyst class is: 37. (3) Product: [CH:14]1([Si:4]([O:5][CH2:6][CH3:7])([O:8][CH2:9][CH3:10])[O:11][CH2:12][CH3:13])[CH2:19][CH2:18][CH2:17][CH2:16][CH2:15]1. Reactant: C(O[Si:4]([O:11][CH2:12][CH3:13])([O:8][CH2:9][CH3:10])[O:5][CH2:6][CH3:7])C.[CH:14]1([Mg]Cl)[CH2:19][CH2:18][CH2:17][CH2:16][CH2:15]1.[Cl-].[NH4+]. The catalyst class is: 27. (4) Reactant: [Br:1][C:2]1[CH:7]=[CH:6][CH:5]=[CH:4][N:3]=1.C([N-]C(C)C)(C)C.[Li+].CN([CH:19]=[O:20])C.O. Product: [Br:1][C:2]1[C:7]([CH:19]=[O:20])=[CH:6][CH:5]=[CH:4][N:3]=1. The catalyst class is: 1. (5) The catalyst class is: 16. Reactant: C[O:2][C:3](=[O:27])[C:4]1[CH:9]=[CH:8][C:7](C(C2C(O)=CC3C(C)(C)CCC(C)(C)C=3C=2)=O)=[CH:6][CH:5]=1.[OH-].[K+].BrCCCCCC. Product: [C:3]([OH:27])(=[O:2])[C:4]1[CH:9]=[CH:8][CH:7]=[CH:6][CH:5]=1. (6) Reactant: [C:1]([BH3-])#[N:2].[Na+].[C:5]([C:8]1[CH:9]=[C:10]([NH:15][C:16]([C:18]2N(C)[N:21]=[C:20]([C:24]([F:30])([F:29])[C:25]([F:28])([F:27])[F:26])[C:19]=2[C:31]([F:34])([F:33])[F:32])=[O:17])[CH:11]=[CH:12][C:13]=1[Cl:14])(=O)[CH3:6].C([O-])(=O)C.[NH4+:39].[Cl-].[Na+]. Product: [NH2:39][CH:5]([C:8]1[CH:9]=[C:10]([NH:15][C:16]([C:18]2[N:2]([CH3:1])[N:21]=[C:20]([C:24]([F:30])([F:29])[C:25]([F:28])([F:26])[F:27])[C:19]=2[C:31]([F:32])([F:34])[F:33])=[O:17])[CH:11]=[CH:12][C:13]=1[Cl:14])[CH3:6]. The catalyst class is: 5. (7) Reactant: [NH2:1][C:2]1[S:6][C:5]2[CH2:7][CH2:8][CH2:9][CH2:10][C:4]=2[C:3]=1[C:11]([C:13]1[CH:18]=[CH:17][CH:16]=[CH:15][C:14]=1[F:19])=O.[C:20]([O:27][CH3:28])(=[O:26])[CH2:21][CH2:22][C:23]([CH3:25])=O.Cl[Si](C)(C)C. Product: [CH3:25][C:23]1[N:1]=[C:2]2[S:6][C:5]3[CH2:7][CH2:8][CH2:9][CH2:10][C:4]=3[C:3]2=[C:11]([C:13]2[CH:18]=[CH:17][CH:16]=[CH:15][C:14]=2[F:19])[C:22]=1[CH2:21][C:20]([O:27][CH3:28])=[O:26]. The catalyst class is: 3. (8) Reactant: [NH2:1][C:2]1[CH:3]=[CH:4][C:5]([O:8][CH3:9])=[N:6][CH:7]=1.[CH3:10][C:11]([CH3:13])=O.C(O[BH-](OC(=O)C)OC(=O)C)(=O)C.[Na+]. Product: [CH:11]([NH:1][C:2]1[CH:7]=[N:6][C:5]([O:8][CH3:9])=[CH:4][CH:3]=1)([CH3:13])[CH3:10]. The catalyst class is: 326. (9) Reactant: [C:9](O[C:9]([O:11][C:12]([CH3:15])([CH3:14])[CH3:13])=[O:10])([O:11][C:12]([CH3:15])([CH3:14])[CH3:13])=[O:10].[CH:16]1([C:21]2([N:32]([CH3:34])[CH3:33])[CH2:31][CH2:30][C:24]3([CH2:28][NH:27][C:26](=[O:29])[CH2:25]3)[CH2:23][CH2:22]2)[CH2:20][CH2:19][CH2:18][CH2:17]1.C(=O)(OC(C)(C)C)OC(C)(C)C. Product: [C:12]([O:11][C:9]([N:27]1[C:26](=[O:29])[CH2:25][C:24]2([CH2:23][CH2:22][C:21]([CH:16]3[CH2:20][CH2:19][CH2:18][CH2:17]3)([N:32]([CH3:33])[CH3:34])[CH2:31][CH2:30]2)[CH2:28]1)=[O:10])([CH3:13])([CH3:14])[CH3:15]. The catalyst class is: 599.